Dataset: Reaction yield outcomes from USPTO patents with 853,638 reactions. Task: Predict the reaction yield, written as a fraction of the theoretical maximum amount of product (1.0 means a 100% yield; for example, 0.34 means a 34% yield). (1) The reactants are [Cl:1][C:2]1[CH:17]=[CH:16][C:5]([O:6][CH2:7][CH2:8][S:9][C:10]2[N:14]=[C:13]([NH2:15])[NH:12][N:11]=2)=[CH:4][CH:3]=1.CCO[CH:21](OCC)[CH2:22][CH:23](OCC)OCC. No catalyst specified. The product is [Cl:1][C:2]1[CH:3]=[CH:4][C:5]([O:6][CH2:7][CH2:8][S:9][C:10]2[N:14]=[C:13]3[N:15]=[CH:21][CH:22]=[CH:23][N:12]3[N:11]=2)=[CH:16][CH:17]=1. The yield is 0.420. (2) The reactants are [F:1][C:2]1[CH:3]=[C:4]([C:12]2[C:21]3[C:16](=[CH:17][CH:18]=[C:19]([OH:22])[CH:20]=3)[C:15](=[O:23])[N:14]([C:24]3[CH:31]=[CH:30][C:27]([C:28]#[N:29])=[CH:26][CH:25]=3)[CH:13]=2)[CH:5]=[CH:6][C:7]=1[C:8]([F:11])([F:10])[F:9].C(=N[OH:35])C. The catalyst is C1(C)C=CC=CC=1.C1C=CC(P(C2C=CC=CC=2)C2C=CC=CC=2)=CC=1.C1C=CC(P(C2C=CC=CC=2)C2C=CC=CC=2)=CC=1.C1C=CC(P(C2C=CC=CC=2)C2C=CC=CC=2)=CC=1.[Cl-].[Rh]. The product is [F:1][C:2]1[CH:3]=[C:4]([C:12]2[C:21]3[C:16](=[CH:17][CH:18]=[C:19]([OH:22])[CH:20]=3)[C:15](=[O:23])[N:14]([C:24]3[CH:31]=[CH:30][C:27]([C:28]([NH2:29])=[O:35])=[CH:26][CH:25]=3)[CH:13]=2)[CH:5]=[CH:6][C:7]=1[C:8]([F:9])([F:10])[F:11]. The yield is 0.529. (3) The reactants are N/C(/C#N)=[C:3](\[NH:6][C:7]([NH:9][C@@H:10]1CC[O:12][CH2:11]1)=O)/[C:4]#[N:5].[C:17]1([CH3:27])C(S(O)(=O)=O)=CC=CC=1.[N:28]([C@@H:31]1[CH2:35][CH2:34][O:33][CH2:32]1)=[C:29]=[O:30].[NH2:36]/C(/C#N)=C(\N)/C#N.[O:44]1[CH2:48][CH2:47][CH2:46][CH2:45]1. The product is [OH:44][C:48]1[CH:47]=[C:46]([C:7]2[N:6]=[C:3]3[C:4]([NH:5][C:29](=[O:30])[N:28]3[C@@H:31]3[CH2:35][CH2:34][O:33][CH2:32]3)=[C:10]([C:11]([NH2:36])=[O:12])[N:9]=2)[CH:45]=[CH:17][CH:27]=1. The yield is 0.630. No catalyst specified. (4) The reactants are C(O)=O.C(N(CC)CC)C.[CH:11]([CH:13]1[CH2:18][O:17][CH2:16][CH2:15][N:14]1[C:19]([O:21][C:22]([CH3:25])([CH3:24])[CH3:23])=[O:20])=O.[CH3:26][C:27]1(C)[O:34]C(=O)CC(=O)[O:28]1. The catalyst is [OH-].[Na+]. The product is [C:22]([O:21][C:19]([N:14]1[CH2:15][CH2:16][O:17][CH2:18][CH:13]1[CH2:11][CH2:26][C:27]([OH:34])=[O:28])=[O:20])([CH3:25])([CH3:24])[CH3:23]. The yield is 0.400. (5) The yield is 0.822. The reactants are [CH3:1][CH:2]([N:4]1[C:12](/[CH:13]=[CH:14]/[C@H:15]([OH:24])[CH2:16][C@H:17]([OH:23])[CH2:18][C:19]([O:21]C)=[O:20])=[C:11]([C:25]2[CH:30]=[CH:29][C:28]([F:31])=[CH:27][CH:26]=2)[C:10]2[C:5]1=[CH:6][CH:7]=[CH:8][CH:9]=2)[CH3:3].[OH-].[Na+:33]. The product is [CH3:3][CH:2]([N:4]1[C:12](/[CH:13]=[CH:14]/[CH:15]([OH:24])[CH2:16][CH:17]([OH:23])[CH2:18][C:19]([O-:21])=[O:20])=[C:11]([C:25]2[CH:26]=[CH:27][C:28]([F:31])=[CH:29][CH:30]=2)[C:10]2[CH:9]=[CH:8][CH:7]=[CH:6][C:5]1=2)[CH3:1].[Na+:33]. The catalyst is C(#N)C.O.